From a dataset of Catalyst prediction with 721,799 reactions and 888 catalyst types from USPTO. Predict which catalyst facilitates the given reaction. (1) Reactant: CCN(C(C)C)C(C)C.[CH3:10][O:11][C:12]1[CH:13]=[CH:14][CH:15]=[C:16]2[C:21]=1[O:20][C:19](=[O:22])[C:18]([C:23]([OH:25])=O)=[CH:17]2.CN(C(ON1N=NC2C=CC=NC1=2)=[N+](C)C)C.F[P-](F)(F)(F)(F)F.[C:50]([C:52]1[CH:57]=[CH:56][CH:55]=[CH:54][C:53]=1[C:58]1[CH:63]=[CH:62][CH:61]=[C:60]([NH2:64])[CH:59]=1)#[N:51]. Product: [C:50]([C:52]1[CH:57]=[CH:56][CH:55]=[CH:54][C:53]=1[C:58]1[CH:63]=[CH:62][CH:61]=[C:60]([NH:64][C:23]([C:18]2[C:19](=[O:22])[O:20][C:21]3[C:16]([CH:17]=2)=[CH:15][CH:14]=[CH:13][C:12]=3[O:11][CH3:10])=[O:25])[CH:59]=1)#[N:51]. The catalyst class is: 3. (2) Reactant: [F:1][C:2]([C:8]1[CH:13]=[CH:12][CH:11]=[CH:10][N:9]=1)([CH3:7])[C:3]([O:5]C)=[O:4].C[Si](C)(C)[O-].[K+]. Product: [F:1][C:2]([C:8]1[CH:13]=[CH:12][CH:11]=[CH:10][N:9]=1)([CH3:7])[C:3]([OH:5])=[O:4]. The catalyst class is: 1. (3) Reactant: Br[CH2:2][B-:3]([F:6])([F:5])[F:4].[K+:7].[C:8]([O:12][C:13]([NH:15][C@@H:16]1[CH2:20][CH2:19][NH:18][CH2:17]1)=[O:14])([CH3:11])([CH3:10])[CH3:9].CC(C)=O.C(=O)([O-])[O-].[K+].[K+]. Product: [CH3:11][C:8]([O:12][C:13]([NH:15][C@@H:16]1[CH2:20][CH2:19][N:18]([CH2:2][B-:3]([F:6])([F:5])[F:4])[CH2:17]1)=[O:14])([CH3:9])[CH3:10].[K+:7]. The catalyst class is: 1. (4) Reactant: Br[C:2]1[C:3]([O:17][CH3:18])=[C:4]([Cl:16])[C:5]([O:12][CH2:13][O:14][CH3:15])=[C:6]([CH:11]=1)[C:7]([O:9][CH3:10])=[O:8].O.CC1(C)C(C)(C)OB([CH2:28][C:29]2[CH:34]=[CH:33][C:32]([N:35]3[CH:39]=[CH:38][CH:37]=[N:36]3)=[CH:31][CH:30]=2)O1.C(=O)([O-])[O-].[K+].[K+]. Product: [Cl:16][C:4]1[C:5]([O:12][CH2:13][O:14][CH3:15])=[C:6]([CH:11]=[C:2]([CH2:28][C:29]2[CH:30]=[CH:31][C:32]([N:35]3[CH:39]=[CH:38][CH:37]=[N:36]3)=[CH:33][CH:34]=2)[C:3]=1[O:17][CH3:18])[C:7]([O:9][CH3:10])=[O:8]. The catalyst class is: 77. (5) Reactant: Cl[C:2]1[N:6]([C@@H:7]2[O:13][C@H:12]([CH2:14][OH:15])[C@@H:10]([OH:11])[C@H:8]2[OH:9])[C:5]2[CH:16]=[CH:17][CH:18]=[CH:19][C:4]=2[N:3]=1.[OH:20][C:21]1[CH:22]=[C:23]([CH:26]=[CH:27][C:28]=1[C:29]1[CH:34]=[CH:33][CH:32]=[CH:31][CH:30]=1)[CH2:24][NH2:25].C(N(CC)CC)C. Product: [OH:20][C:21]1[CH:22]=[C:23]([CH:26]=[CH:27][C:28]=1[C:29]1[CH:30]=[CH:31][CH:32]=[CH:33][CH:34]=1)[CH2:24][NH:25][C:2]1[N:6]([C@@H:7]2[O:13][C@H:12]([CH2:14][OH:15])[C@@H:10]([OH:11])[C@H:8]2[OH:9])[C:5]2[CH:16]=[CH:17][CH:18]=[CH:19][C:4]=2[N:3]=1. The catalyst class is: 619. (6) Reactant: [NH:1]1[C:9]2[C:4](=[CH:5][CH:6]=[CH:7][CH:8]=2)[CH:3]=[C:2]1[CH:10]=O.[NH:12]1[C:16]2[CH:17]=[CH:18][CH:19]=[CH:20][C:15]=2[N:14]=[C:13]1[CH2:21][N:22]([CH:28]1[C:37]2[N:36]=[CH:35][CH:34]=[CH:33][C:32]=2[CH2:31][CH2:30][CH2:29]1)[CH2:23][CH2:24][CH2:25][CH2:26][NH2:27].[BH4-].[Na+]. Product: [NH:12]1[C:16]2[CH:17]=[CH:18][CH:19]=[CH:20][C:15]=2[N:14]=[C:13]1[CH2:21][N:22]([CH:28]1[C:37]2[N:36]=[CH:35][CH:34]=[CH:33][C:32]=2[CH2:31][CH2:30][CH2:29]1)[CH2:23][CH2:24][CH2:25][CH2:26][NH:27][CH2:10][C:2]1[NH:1][C:9]2[C:4]([CH:3]=1)=[CH:5][CH:6]=[CH:7][CH:8]=2. The catalyst class is: 5.